Dataset: Reaction yield outcomes from USPTO patents with 853,638 reactions. Task: Predict the reaction yield, written as a fraction of the theoretical maximum amount of product (1.0 means a 100% yield; for example, 0.34 means a 34% yield). (1) The reactants are [Cl:1][C:2]1[N:7]=[C:6]([Cl:8])[C:5]([C:9](Cl)=[O:10])=[CH:4][N:3]=1.[F:12][C:13]1[CH:18]=[CH:17][C:16]([CH2:19][NH2:20])=[CH:15][CH:14]=1.CCN(C(C)C)C(C)C. The catalyst is ClCCl. The product is [Cl:1][C:2]1[N:7]=[C:6]([Cl:8])[C:5]([C:9]([NH:20][CH2:19][C:16]2[CH:17]=[CH:18][C:13]([F:12])=[CH:14][CH:15]=2)=[O:10])=[CH:4][N:3]=1. The yield is 0.620. (2) The reactants are Br[C:2]1[CH:24]=[C:23]2[C:5]([CH2:6][C:7]3([C:16]42[N:20]=[C:19]([NH2:21])[C:18](C)=[N:17]4)[CH2:12][CH2:11][CH:10]([CH:13]([F:15])[F:14])[CH2:9][CH2:8]3)=[CH:4][CH:3]=1.[Cl:25][C:26]1[CH:27]=[C:28](B(O)O)[CH:29]=[N:30][CH:31]=1.[CH3:35]C([PH+](C(C)(C)C)CCCS([O-])(=O)=O)(C)C.C([O-])([O-])=O.[K+].[K+]. The catalyst is [Na+].[Na+].Cl[Pd+2](Cl)(Cl)Cl. The product is [Cl:25][C:26]1[CH:27]=[C:28]([C:2]2[CH:24]=[C:23]3[C:5]([CH2:6][C:7]4([C:16]53[N:20]=[C:19]([NH2:21])[CH:18]=[N:17]5)[CH2:12][CH:11]([CH3:35])[CH:10]([CH:13]([F:15])[F:14])[CH2:9][CH2:8]4)=[CH:4][CH:3]=2)[CH:29]=[N:30][CH:31]=1. The yield is 0.110. (3) The reactants are [Cl:1][C:2]1[CH:30]=[CH:29][CH:28]=[C:27]([Cl:31])[C:3]=1[CH2:4][C:5]1[S:6][C:7]2[N:8]=[C:9](SC)[N:10]=[C:11]([NH:14][C:15]3[CH:20]=[CH:19][C:18]([C:21]([F:24])([F:23])[F:22])=[CH:17][CH:16]=3)[C:12]=2[N:13]=1.[S:32]([O-:37])(O[O-])(=O)=[O:33].[K+].[K+].[CH2:40]1COCC1. The catalyst is CO.O. The product is [Cl:1][C:2]1[CH:30]=[CH:29][CH:28]=[C:27]([Cl:31])[C:3]=1[CH2:4][C:5]1[S:6][C:7]2[N:8]=[C:9]([S:32]([CH3:40])(=[O:37])=[O:33])[N:10]=[C:11]([NH:14][C:15]3[CH:20]=[CH:19][C:18]([C:21]([F:22])([F:23])[F:24])=[CH:17][CH:16]=3)[C:12]=2[N:13]=1. The yield is 0.850. (4) The yield is 0.970. The reactants are [C:1](=[O:8])([S:6][CH3:7])[O:2][CH:3](Cl)[CH3:4].[C:9]([OH:14])(=[O:13])[CH:10]([CH3:12])[CH3:11].C(N(C(C)C)CC)(C)C. The product is [C:1](=[O:8])([S:6][CH3:7])[O:2][CH:3]([O:14][C:9](=[O:13])[CH:10]([CH3:12])[CH3:11])[CH3:4]. The catalyst is CCOCC. (5) The reactants are [Br:1][C:2]1[CH:11]=[C:10]2[C:5]([CH2:6][CH2:7][NH:8][CH2:9]2)=[CH:4][CH:3]=1.[CH2:12]=O. The catalyst is C(O)=O. The product is [Br:1][C:2]1[CH:11]=[C:10]2[C:5]([CH2:6][CH2:7][N:8]([CH3:12])[CH2:9]2)=[CH:4][CH:3]=1. The yield is 0.780. (6) The reactants are [CH2:1]([NH:8][C:9]1[CH:14]=[CH:13][CH:12]=[C:11]([N+:15]([O-:17])=[O:16])[C:10]=1[CH3:18])[C:2]1[CH:7]=[CH:6][CH:5]=[CH:4][CH:3]=1.C(N(C(C)C)CC)(C)C.Br[CH2:29][C:30]1[CH:39]=[CH:38][C:33]([C:34]([O:36][CH3:37])=[O:35])=[CH:32][CH:31]=1. The catalyst is CN(C=O)C.C(OCC)C. The product is [CH2:1]([N:8]([CH2:29][C:30]1[CH:31]=[CH:32][C:33]([C:34]([O:36][CH3:37])=[O:35])=[CH:38][CH:39]=1)[C:9]1[CH:14]=[CH:13][CH:12]=[C:11]([N+:15]([O-:17])=[O:16])[C:10]=1[CH3:18])[C:2]1[CH:3]=[CH:4][CH:5]=[CH:6][CH:7]=1. The yield is 0.850.